From a dataset of Catalyst prediction with 721,799 reactions and 888 catalyst types from USPTO. Predict which catalyst facilitates the given reaction. (1) Reactant: [CH3:1][O:2]C(Cl)Cl.[Sn](Cl)(Cl)(Cl)Cl.[S:11]1[CH:15]=[CH:14][CH:13]=[C:12]1[CH2:16][C:17]([O:19][CH3:20])=[O:18]. Product: [CH:1]([C:15]1[S:11][C:12]([CH2:16][C:17]([O:19][CH3:20])=[O:18])=[CH:13][CH:14]=1)=[O:2]. The catalyst class is: 4. (2) Reactant: [CH3:1][O:2][C:3]1[CH:4]=[CH:5][C:6]([O:12][CH2:13][C:14]2[CH:19]=[CH:18][CH:17]=[CH:16][CH:15]=2)=[C:7]([CH:11]=1)[C:8]([OH:10])=O.[N:20]1[CH:25]=[CH:24][CH:23]=[C:22]([NH2:26])[CH:21]=1.C(Cl)CCl.C1C=CC2N(O)N=NC=2C=1. Product: [CH3:1][O:2][C:3]1[CH:4]=[CH:5][C:6]([O:12][CH2:13][C:14]2[CH:19]=[CH:18][CH:17]=[CH:16][CH:15]=2)=[C:7]([CH:11]=1)[C:8]([NH:26][C:22]1[CH:21]=[N:20][CH:25]=[CH:24][CH:23]=1)=[O:10]. The catalyst class is: 18. (3) Reactant: O.[OH-].[Li+].[CH3:4][O:5][C:6]1[CH:7]=[C:8]([CH:11]=[CH:12][C:13]=1[N:14]1[CH:18]=[N:17][C:16]([CH3:19])=[N:15]1)[CH:9]=O.[Cl:20][CH2:21][CH2:22][CH2:23][CH:24](P(OCC)(OCC)=O)[C:25]([O:27][C:28]([CH3:31])([CH3:30])[CH3:29])=[O:26].C(O)C. Product: [Cl:20][CH2:21][CH2:22][CH2:23]/[C:24](=[CH:9]\[C:8]1[CH:11]=[CH:12][C:13]([N:14]2[CH:18]=[N:17][C:16]([CH3:19])=[N:15]2)=[C:6]([O:5][CH3:4])[CH:7]=1)/[C:25]([O:27][C:28]([CH3:31])([CH3:30])[CH3:29])=[O:26]. The catalyst class is: 299.